From a dataset of NCI-60 drug combinations with 297,098 pairs across 59 cell lines. Regression. Given two drug SMILES strings and cell line genomic features, predict the synergy score measuring deviation from expected non-interaction effect. (1) Drug 1: CCCS(=O)(=O)NC1=C(C(=C(C=C1)F)C(=O)C2=CNC3=C2C=C(C=N3)C4=CC=C(C=C4)Cl)F. Drug 2: CC1=C(C(=CC=C1)Cl)NC(=O)C2=CN=C(S2)NC3=CC(=NC(=N3)C)N4CCN(CC4)CCO. Cell line: KM12. Synergy scores: CSS=-2.38, Synergy_ZIP=2.81, Synergy_Bliss=0.697, Synergy_Loewe=-1.36, Synergy_HSA=-2.62. (2) Drug 1: CCCS(=O)(=O)NC1=C(C(=C(C=C1)F)C(=O)C2=CNC3=C2C=C(C=N3)C4=CC=C(C=C4)Cl)F. Drug 2: C1=NC2=C(N=C(N=C2N1C3C(C(C(O3)CO)O)O)F)N. Cell line: A549. Synergy scores: CSS=-1.99, Synergy_ZIP=0.104, Synergy_Bliss=-3.13, Synergy_Loewe=-8.09, Synergy_HSA=-5.88. (3) Drug 1: CNC(=O)C1=CC=CC=C1SC2=CC3=C(C=C2)C(=NN3)C=CC4=CC=CC=N4. Drug 2: C1CC(C1)(C(=O)O)C(=O)O.[NH2-].[NH2-].[Pt+2]. Cell line: SK-MEL-2. Synergy scores: CSS=19.0, Synergy_ZIP=0.0660, Synergy_Bliss=6.01, Synergy_Loewe=5.32, Synergy_HSA=4.98. (4) Drug 1: CS(=O)(=O)C1=CC(=C(C=C1)C(=O)NC2=CC(=C(C=C2)Cl)C3=CC=CC=N3)Cl. Drug 2: CC1=C2C(C(=O)C3(C(CC4C(C3C(C(C2(C)C)(CC1OC(=O)C(C(C5=CC=CC=C5)NC(=O)OC(C)(C)C)O)O)OC(=O)C6=CC=CC=C6)(CO4)OC(=O)C)OC)C)OC. Cell line: RXF 393. Synergy scores: CSS=46.8, Synergy_ZIP=3.84, Synergy_Bliss=3.69, Synergy_Loewe=5.61, Synergy_HSA=7.11. (5) Drug 1: CC(C1=C(C=CC(=C1Cl)F)Cl)OC2=C(N=CC(=C2)C3=CN(N=C3)C4CCNCC4)N. Drug 2: C(=O)(N)NO. Cell line: SF-539. Synergy scores: CSS=6.11, Synergy_ZIP=-0.796, Synergy_Bliss=0.778, Synergy_Loewe=1.86, Synergy_HSA=1.79. (6) Drug 1: CC1=CC2C(CCC3(C2CCC3(C(=O)C)OC(=O)C)C)C4(C1=CC(=O)CC4)C. Cell line: MDA-MB-435. Drug 2: C1CN(CCN1C(=O)CCBr)C(=O)CCBr. Synergy scores: CSS=-6.51, Synergy_ZIP=5.01, Synergy_Bliss=6.94, Synergy_Loewe=-3.38, Synergy_HSA=-1.35. (7) Drug 1: CCC1=C2CN3C(=CC4=C(C3=O)COC(=O)C4(CC)O)C2=NC5=C1C=C(C=C5)O. Drug 2: CC1C(C(CC(O1)OC2CC(CC3=C2C(=C4C(=C3O)C(=O)C5=CC=CC=C5C4=O)O)(C(=O)C)O)N)O. Cell line: 786-0. Synergy scores: CSS=43.9, Synergy_ZIP=2.05, Synergy_Bliss=-1.18, Synergy_Loewe=2.02, Synergy_HSA=3.94.